This data is from Full USPTO retrosynthesis dataset with 1.9M reactions from patents (1976-2016). The task is: Predict the reactants needed to synthesize the given product. Given the product [C:17]([O:16][C:14]([N:11]1[CH2:10][CH2:9][N:8]([C:6](=[O:7])[CH2:5][C:4]([OH:21])=[O:3])[CH2:13][CH2:12]1)=[O:15])([CH3:20])([CH3:18])[CH3:19], predict the reactants needed to synthesize it. The reactants are: C([O:3][C:4](=[O:21])[CH2:5][C:6]([N:8]1[CH2:13][CH2:12][N:11]([C:14]([O:16][C:17]([CH3:20])([CH3:19])[CH3:18])=[O:15])[CH2:10][CH2:9]1)=[O:7])C.O[Li].O.